Regression. Given two drug SMILES strings and cell line genomic features, predict the synergy score measuring deviation from expected non-interaction effect. From a dataset of NCI-60 drug combinations with 297,098 pairs across 59 cell lines. Drug 1: CN1C2=C(C=C(C=C2)N(CCCl)CCCl)N=C1CCCC(=O)O.Cl. Drug 2: COC1=C2C(=CC3=C1OC=C3)C=CC(=O)O2. Cell line: SN12C. Synergy scores: CSS=4.07, Synergy_ZIP=1.60, Synergy_Bliss=3.21, Synergy_Loewe=1.09, Synergy_HSA=1.85.